From a dataset of Full USPTO retrosynthesis dataset with 1.9M reactions from patents (1976-2016). Predict the reactants needed to synthesize the given product. Given the product [ClH:20].[ClH:45].[Cl:20][C:18]1[N:17]=[C:16]([CH3:21])[N:15]([CH2:14][C@H:12]2[CH2:13][NH:8][C@H:9]([CH3:44])[CH2:10][N:11]2[CH2:22][C:23]([N:25]2[C:33]3[C:28](=[N:29][CH:30]=[C:31]([CH2:34][C:35]4[CH:36]=[CH:37][C:38]([F:41])=[CH:39][CH:40]=4)[CH:32]=3)[C:27]([CH3:43])([CH3:42])[CH2:26]2)=[O:24])[CH:19]=1, predict the reactants needed to synthesize it. The reactants are: C(OC([N:8]1[CH2:13][C@H:12]([CH2:14][N:15]2[CH:19]=[C:18]([Cl:20])[N:17]=[C:16]2[CH3:21])[N:11]([CH2:22][C:23]([N:25]2[C:33]3[C:28](=[N:29][CH:30]=[C:31]([CH2:34][C:35]4[CH:40]=[CH:39][C:38]([F:41])=[CH:37][CH:36]=4)[CH:32]=3)[C:27]([CH3:43])([CH3:42])[CH2:26]2)=[O:24])[CH2:10][C@H:9]1[CH3:44])=O)(C)(C)C.[ClH:45].O1CCOCC1.